This data is from Reaction yield outcomes from USPTO patents with 853,638 reactions. The task is: Predict the reaction yield, written as a fraction of the theoretical maximum amount of product (1.0 means a 100% yield; for example, 0.34 means a 34% yield). The product is [F:35][C:14]1([F:34])[C:13]2[C:17](=[CH:18][CH:19]=[CH:20][C:12]=2[C@@H:10]([OH:9])[CH3:11])[N:16]([CH2:21][C:22]2[CH:23]=[N:24][CH:25]=[C:26]([N:28]3[CH:32]=[CH:31][N:30]=[N:29]3)[CH:27]=2)[C:15]1=[O:33]. The catalyst is CO. The yield is 0.560. The reactants are C([O:9][C@H:10]([C:12]1[CH:20]=[CH:19][CH:18]=[C:17]2[C:13]=1[C:14]([F:35])([F:34])[C:15](=[O:33])[N:16]2[CH2:21][C:22]1[CH:23]=[N:24][CH:25]=[C:26]([N:28]2[CH:32]=[CH:31][N:30]=[N:29]2)[CH:27]=1)[CH3:11])(=O)C1C=CC=CC=1.[OH-].[Na+].Cl.